This data is from Full USPTO retrosynthesis dataset with 1.9M reactions from patents (1976-2016). The task is: Predict the reactants needed to synthesize the given product. (1) Given the product [C:45]([O:44][C:42]([N:39]1[CH2:38][CH2:37][CH:36]([N:35]([C:19]2[S:20][C:16](=[CH:15][C:11]3[CH:10]=[C:9]4[C:14](=[CH:13][CH:12]=3)[N:6]([CH2:5][C:4]3[CH:24]=[CH:25][C:26]([C:28]([F:31])([F:30])[F:29])=[CH:27][C:3]=3[C:2]([F:1])([F:32])[F:33])[N:7]=[CH:8]4)[C:17](=[O:23])[N:18]=2)[CH3:34])[CH2:41][CH2:40]1)=[O:43])([CH3:48])([CH3:47])[CH3:46], predict the reactants needed to synthesize it. The reactants are: [F:1][C:2]([F:33])([F:32])[C:3]1[CH:27]=[C:26]([C:28]([F:31])([F:30])[F:29])[CH:25]=[CH:24][C:4]=1[CH2:5][N:6]1[C:14]2[C:9](=[CH:10][C:11]([CH:15]=[C:16]3[S:20][C:19](SC)=[N:18][C:17]3=[O:23])=[CH:12][CH:13]=2)[CH:8]=[N:7]1.[CH3:34][NH:35][CH:36]1[CH2:41][CH2:40][N:39]([C:42]([O:44][C:45]([CH3:48])([CH3:47])[CH3:46])=[O:43])[CH2:38][CH2:37]1. (2) Given the product [CH:28]1([N:16]2[C:17]3[C:22](=[CH:21][CH:20]=[CH:19][CH:18]=3)[N:13]([C:11]([C:10]3[C:5]([O:4][C:3]4[CH:23]=[C:24]([Cl:27])[CH:25]=[CH:26][C:2]=4[Cl:1])=[N:6][CH:7]=[CH:8][CH:9]=3)=[O:12])[CH2:14][CH2:15]2)[CH2:31][CH2:30][CH2:29]1, predict the reactants needed to synthesize it. The reactants are: [Cl:1][C:2]1[CH:26]=[CH:25][C:24]([Cl:27])=[CH:23][C:3]=1[O:4][C:5]1[C:10]([C:11]([N:13]2[C:22]3[C:17](=[CH:18][CH:19]=[CH:20][CH:21]=3)[NH:16][CH2:15][CH2:14]2)=[O:12])=[CH:9][CH:8]=[CH:7][N:6]=1.[C:28]1(=O)[CH2:31][CH2:30][CH2:29]1.C(O)(=O)C.C([BH3-])#N.[Na+]. (3) The reactants are: [C:1]1([CH3:23])[CH:6]=[CH:5][CH:4]=[C:3]([S:7]([N:10]2[C:15]3[CH:16]=[C:17]([C:20](O)=[O:21])[CH:18]=[CH:19][C:14]=3[O:13][CH2:12][CH2:11]2)(=[O:9])=[O:8])[CH:2]=1.[NH2:24][C:25]1[S:26][CH:27]=[C:28]([CH2:30][C:31]([O:33][CH2:34][CH3:35])=[O:32])[N:29]=1. Given the product [CH2:34]([O:33][C:31](=[O:32])[CH2:30][C:28]1[N:29]=[C:25]([NH:24][C:20]([C:17]2[CH:18]=[CH:19][C:14]3[O:13][CH2:12][CH2:11][N:10]([S:7]([C:3]4[CH:2]=[C:1]([CH3:23])[CH:6]=[CH:5][CH:4]=4)(=[O:8])=[O:9])[C:15]=3[CH:16]=2)=[O:21])[S:26][CH:27]=1)[CH3:35], predict the reactants needed to synthesize it. (4) Given the product [Br:7][C:8]1[C:9]([C:5]#[N:6])=[N:10][CH:11]=[CH:12][CH:13]=1, predict the reactants needed to synthesize it. The reactants are: C[Si]([C:5]#[N:6])(C)C.[Br:7][C:8]1[CH:9]=[N+:10]([O-])[CH:11]=[CH:12][CH:13]=1.CN(C)C(Cl)=O.C([O-])([O-])=O.[K+].[K+].